Dataset: Full USPTO retrosynthesis dataset with 1.9M reactions from patents (1976-2016). Task: Predict the reactants needed to synthesize the given product. (1) Given the product [Cl:1][C:2]1[NH:3][C:4](=[O:12])[C:5]2[CH:10]=[CH:9][NH:8][C:6]=2[N:7]=1, predict the reactants needed to synthesize it. The reactants are: [Cl:1][C:2]1[N:3]=[C:4](Cl)[C:5]2[CH:10]=[CH:9][NH:8][C:6]=2[N:7]=1.[OH-:12].[K+].Cl. (2) Given the product [CH3:41][C@H:36]1[O:37][C@@H:38]([CH3:40])[CH2:39][N:34]([CH2:33][C:30]2[S:31][CH:32]=[C:28]([C:26]([NH:25][C:12]3[C:13]4[C:17]([CH:18]=[C:10]([C:4]5[CH:5]=[N:6][C:7]([O:8][CH3:9])=[C:2]([NH:1][S:52]([CH:51]=[CH2:50])(=[O:54])=[O:53])[CH:3]=5)[CH:11]=3)=[N:16][N:15]([CH:19]3[CH2:24][CH2:23][CH2:22][CH2:21][O:20]3)[CH:14]=4)=[O:27])[N:29]=2)[CH2:35]1, predict the reactants needed to synthesize it. The reactants are: [NH2:1][C:2]1[CH:3]=[C:4]([C:10]2[CH:11]=[C:12]([NH:25][C:26]([C:28]3[N:29]=[C:30]([CH2:33][N:34]4[CH2:39][C@H:38]([CH3:40])[O:37][C@H:36]([CH3:41])[CH2:35]4)[S:31][CH:32]=3)=[O:27])[C:13]3[C:17]([CH:18]=2)=[N:16][N:15]([CH:19]2[CH2:24][CH2:23][CH2:22][CH2:21][O:20]2)[CH:14]=3)[CH:5]=[N:6][C:7]=1[O:8][CH3:9].CN1CCOCC1.Cl[CH2:50][CH2:51][S:52](Cl)(=[O:54])=[O:53]. (3) Given the product [Si:31]([O:1][CH2:2][CH:3]1[CH2:8][CH2:7][N:6]([CH2:9][C:10]2[CH:11]=[C:12]3[C:16](=[CH:17][CH:18]=2)[N:15]([C:19]([O:21][C:22]([CH3:25])([CH3:24])[CH3:23])=[O:20])[CH:14]=[CH:13]3)[CH2:5][CH2:4]1)([C:34]([CH3:37])([CH3:36])[CH3:35])([CH3:33])[CH3:32], predict the reactants needed to synthesize it. The reactants are: [OH:1][CH2:2][CH:3]1[CH2:8][CH2:7][N:6]([CH2:9][C:10]2[CH:11]=[C:12]3[C:16](=[CH:17][CH:18]=2)[N:15]([C:19]([O:21][C:22]([CH3:25])([CH3:24])[CH3:23])=[O:20])[CH:14]=[CH:13]3)[CH2:5][CH2:4]1.N1C=CN=C1.[Si:31](Cl)([C:34]([CH3:37])([CH3:36])[CH3:35])([CH3:33])[CH3:32]. (4) Given the product [Cl:32][C:33]1[N:38]=[C:37]([C:24]2[CH:23]=[CH:22][N:21]=[CH:20][C:19]=2[NH:2][CH3:3])[CH:36]=[CH:35][CH:34]=1, predict the reactants needed to synthesize it. The reactants are: C[N:2]([C:19]1[CH:20]=[N:21][CH:22]=[CH:23][C:24]=1N1CCCCC1C)[C:3](=O)C1C=C(C(F)(F)F)C=C(C(F)(F)F)C=1.[Cl:32][C:33]1[N:38]=[C:37](B(O)O)[CH:36]=[CH:35][CH:34]=1. (5) Given the product [CH3:23][C:13]1[S:14][C:15]([C:16]2[CH:17]=[C:18]([CH3:22])[CH:19]=[CH:20][CH:21]=2)=[C:11]([C:9]([N:8]2[CH2:7][C@H:6]3[C@H:4]([CH2:5]3)[C@H:3]2[CH2:2][NH:1][C:30]([C:29]2[S:28][C:27]3=[N:33][CH:34]=[CH:35][N:26]3[C:25]=2[CH3:24])=[O:31])=[O:10])[N:12]=1, predict the reactants needed to synthesize it. The reactants are: [NH2:1][CH2:2][C@H:3]1[N:8]([C:9]([C:11]2[N:12]=[C:13]([CH3:23])[S:14][C:15]=2[C:16]2[CH:17]=[C:18]([CH3:22])[CH:19]=[CH:20][CH:21]=2)=[O:10])[CH2:7][C@H:6]2[C@@H:4]1[CH2:5]2.[CH3:24][C:25]1[N:26]2[CH:35]=[CH:34][N:33]=[C:27]2[S:28][C:29]=1[C:30](O)=[O:31]. (6) Given the product [F:72][C:69]1[CH:68]=[CH:67][C:66]([C@H:59]([CH:60]2[CH2:61][CH2:62][O:63][CH2:64][CH2:65]2)[N:43]2[C:44]3[C:45]([S:55]([CH3:58])(=[O:57])=[O:56])=[CH:46][CH:47]=[C:48]([O:53][CH3:54])[C:49]=3[C:50]3[N:51]=[CH:52][C:40]([C:32]4[C:33]([CH3:38])=[N:34][O:35][C:36]=4[CH3:37])=[CH:41][C:42]2=3)=[CH:71][CH:70]=1, predict the reactants needed to synthesize it. The reactants are: FC1C2C3N=CC([C:32]4[C:33]([CH3:38])=[N:34][O:35][C:36]=4[CH3:37])=CC=3N([C@@H](C3CCOCC3)C3C=CC=CC=3)C=2C(S(C)(=O)=O)=CC=1.Br[C:40]1[CH:52]=[N:51][C:50]2[C:49]3[C:48]([O:53][CH3:54])=[CH:47][CH:46]=[C:45]([S:55]([CH3:58])(=[O:57])=[O:56])[C:44]=3[N:43]([C@H:59]([C:66]3[CH:71]=[CH:70][C:69]([F:72])=[CH:68][CH:67]=3)[CH:60]3[CH2:65][CH2:64][O:63][CH2:62][CH2:61]3)[C:42]=2[CH:41]=1. (7) Given the product [CH3:1][O:2][C:3](=[O:37])[CH2:4][CH2:5][CH:6]1[CH:13]2[CH:9]([O:10][CH:11](/[CH:14]=[CH:15]/[C:16]3[CH:17]=[CH:18][CH:19]=[CH:20][CH:21]=3)[O:12]2)[CH:8]([N:22]2[CH:30]=[N:29][C:28]3[C:23]2=[N:24][CH:25]=[N:26][C:27]=3[NH:31][C:32]([NH:34][CH2:35][CH3:36])=[O:33])[O:7]1, predict the reactants needed to synthesize it. The reactants are: [CH3:1][O:2][C:3](=[O:37])/[CH:4]=[CH:5]/[CH:6]1[CH:13]2[CH:9]([O:10][CH:11]([CH:14]=[CH:15][C:16]3[CH:21]=[CH:20][CH:19]=[CH:18][CH:17]=3)[O:12]2)[CH:8]([N:22]2[CH:30]=[N:29][C:28]3[C:23]2=[N:24][CH:25]=[N:26][C:27]=3[NH:31][C:32]([NH:34][CH2:35][CH3:36])=[O:33])[O:7]1.[BH4-].[Na+]. (8) Given the product [NH2:1][C:2]1[C:3]2[C:10]([Cl:11])=[CH:9][N:8]([C@@H:12]3[O:16][C@@:15]([CH2:19][OH:20])([CH:17]=[O:18])[C@@H:14]([O:21][Si:22]([C:25]([CH3:28])([CH3:27])[CH3:26])([CH3:23])[CH3:24])[CH2:13]3)[C:4]=2[N:5]=[CH:6][N:7]=1, predict the reactants needed to synthesize it. The reactants are: [NH2:1][C:2]1[C:3]2[C:10]([Cl:11])=[CH:9][N:8]([C@@H:12]3[O:16][C:15]([CH2:19][OH:20])([CH2:17][OH:18])[C@@H:14]([O:21][Si:22]([C:25]([CH3:28])([CH3:27])[CH3:26])([CH3:24])[CH3:23])[CH2:13]3)[C:4]=2[N:5]=[CH:6][N:7]=1.